Dataset: Retrosynthesis with 50K atom-mapped reactions and 10 reaction types from USPTO. Task: Predict the reactants needed to synthesize the given product. Given the product COc1cc(Oc2ccc(S(C)(=O)=O)nc2)cc2cc(C3=NCC(CC(=O)O)S3)[nH]c12, predict the reactants needed to synthesize it. The reactants are: CCOC(=O)CC1CN=C(c2cc3cc(Oc4ccc(S(C)(=O)=O)nc4)cc(OC)c3[nH]2)S1.